Dataset: Forward reaction prediction with 1.9M reactions from USPTO patents (1976-2016). Task: Predict the product of the given reaction. (1) Given the reactants [CH:1]1([CH2:4][CH:5]([C:8]2[CH:9]=[N:10][C:11]([C:14]([O:16]CC)=[CH2:15])=[CH:12][CH:13]=2)[C:6]#[N:7])[CH2:3][CH2:2]1.Cl, predict the reaction product. The product is: [C:14]([C:11]1[N:10]=[CH:9][C:8]([CH:5]([CH2:4][CH:1]2[CH2:3][CH2:2]2)[C:6]#[N:7])=[CH:13][CH:12]=1)(=[O:16])[CH3:15]. (2) Given the reactants [Cl:1][C:2]1[CH:7]=[CH:6][CH:5]=[CH:4][C:3]=1[C:8]1[NH:13][C:12](=[O:14])[C:11]([C:15]([OH:17])=[O:16])=[CH:10][C:9]=1[C:18]1[CH:23]=[CH:22][C:21]([Cl:24])=[CH:20][CH:19]=1.S(=O)(=O)(O)O.[CH3:30]O, predict the reaction product. The product is: [Cl:1][C:2]1[CH:7]=[CH:6][CH:5]=[CH:4][C:3]=1[C:8]1[NH:13][C:12](=[O:14])[C:11]([C:15]([O:17][CH3:30])=[O:16])=[CH:10][C:9]=1[C:18]1[CH:23]=[CH:22][C:21]([Cl:24])=[CH:20][CH:19]=1. (3) Given the reactants Br[C:2]1[CH:20]=[CH:19][C:5]([O:6][CH2:7][CH:8]2[CH2:13][CH2:12][N:11]([CH2:14][C:15]([F:18])([CH3:17])[CH3:16])[CH2:10][CH2:9]2)=[CH:4][C:3]=1[F:21].[CH3:22][O:23][C:24]([C:26]1[N:31]=[CH:30][C:29](B(O)O)=[CH:28][CH:27]=1)=[O:25].C([O-])([O-])=O.[Cs+].[Cs+], predict the reaction product. The product is: [F:21][C:3]1[CH:4]=[C:5]([O:6][CH2:7][CH:8]2[CH2:13][CH2:12][N:11]([CH2:14][C:15]([F:18])([CH3:17])[CH3:16])[CH2:10][CH2:9]2)[CH:19]=[CH:20][C:2]=1[C:29]1[CH:28]=[CH:27][C:26]([C:24]([O:23][CH3:22])=[O:25])=[N:31][CH:30]=1.